The task is: Predict the reaction yield, written as a fraction of the theoretical maximum amount of product (1.0 means a 100% yield; for example, 0.34 means a 34% yield).. This data is from Reaction yield outcomes from USPTO patents with 853,638 reactions. (1) The reactants are Br[C:2]1[CH:3]=[C:4]([C:9]2[CH:14]=[CH:13][N:12]=[CH:11][C:10]=2[NH2:15])[C:5]([F:8])=[N:6][CH:7]=1.[N:16]1([CH2:22][C:23]2[CH:28]=[CH:27][C:26](B(O)O)=[CH:25][CH:24]=2)[CH2:21][CH2:20][CH2:19][CH2:18][CH2:17]1. The catalyst is C(#N)C.[F-].[K+].O.CO.C(Cl)Cl.Cl[Pd](Cl)([P](C1C=CC=CC=1)(C1C=CC=CC=1)C1C=CC=CC=1)[P](C1C=CC=CC=1)(C1C=CC=CC=1)C1C=CC=CC=1. The product is [N:16]1([CH2:22][C:23]2[CH:28]=[CH:27][C:26]([C:2]3[CH:3]=[C:4]([C:9]4[CH:14]=[CH:13][N:12]=[CH:11][C:10]=4[NH2:15])[C:5]([F:8])=[N:6][CH:7]=3)=[CH:25][CH:24]=2)[CH2:21][CH2:20][CH2:19][CH2:18][CH2:17]1. The yield is 0.650. (2) The reactants are [NH:1]([C:3]([O:5][C:6]([CH3:9])([CH3:8])[CH3:7])=[O:4])[NH2:2].[CH:10](=O)[CH3:11]. The catalyst is C1(C)C=CC=CC=1. The product is [CH:10](=[N:2]/[NH:1][C:3]([O:5][C:6]([CH3:9])([CH3:8])[CH3:7])=[O:4])\[CH3:11]. The yield is 0.975. (3) The reactants are [CH3:1][C:2]1[CH:7]=[CH:6][CH:5]=[C:4]([N+:8]([O-])=O)[C:3]=1[CH:11]=[CH:12][C:13]([O:15][CH3:16])=[O:14]. The catalyst is C(OP(OCC)OCC)C. The product is [CH3:1][C:2]1[CH:7]=[CH:6][CH:5]=[C:4]2[C:3]=1[CH:11]=[C:12]([C:13]([O:15][CH3:16])=[O:14])[NH:8]2. The yield is 0.710. (4) The reactants are [CH3:1][O:2][C:3](=[O:17])[CH2:4][C:5]1[CH:14]=[C:13]([OH:15])[C:12]2[C:7](=[CH:8][CH:9]=[C:10]([F:16])[CH:11]=2)[CH:6]=1.[F:18][C:19]([F:32])([F:31])[S:20](O[S:20]([C:19]([F:32])([F:31])[F:18])(=[O:22])=[O:21])(=[O:22])=[O:21].N1C=CC=CC=1. The catalyst is ClCCl. The product is [CH3:1][O:2][C:3](=[O:17])[CH2:4][C:5]1[CH:14]=[C:13]([O:15][S:20]([C:19]([F:32])([F:31])[F:18])(=[O:22])=[O:21])[C:12]2[C:7](=[CH:8][CH:9]=[C:10]([F:16])[CH:11]=2)[CH:6]=1. The yield is 0.820. (5) The reactants are [CH:1](=O)/[CH:2]=[CH:3]/[CH3:4].[F:6][C:7]1[CH:8]=[C:9]([CH:11]=[C:12]([F:14])[CH:13]=1)[NH2:10]. The catalyst is Cl.O. The product is [F:6][C:7]1[CH:13]=[C:12]([F:14])[CH:11]=[C:9]2[C:8]=1[CH:1]=[CH:2][C:3]([CH3:4])=[N:10]2. The yield is 0.440. (6) The reactants are Cl.[O:2]1[C:8]2[CH:9]=[CH:10][C:11]([B:13]([OH:15])[OH:14])=[CH:12][C:7]=2[CH2:6][NH:5][CH2:4][CH2:3]1.Cl[C:17]1[C:26]2[CH2:25][C:24]([CH3:28])([CH3:27])[CH2:23][CH2:22][C:21]=2[N:20]=[CH:19][N:18]=1.CCN(C(C)C)C(C)C.C(OCC)C. The catalyst is O1CCOCC1.O. The product is [CH3:27][C:24]1([CH3:28])[CH2:23][CH2:22][C:21]2[N:20]=[CH:19][N:18]=[C:17]([N:5]3[CH2:6][C:7]4[CH:12]=[C:11]([B:13]([OH:15])[OH:14])[CH:10]=[CH:9][C:8]=4[O:2][CH2:3][CH2:4]3)[C:26]=2[CH2:25]1. The yield is 0.800.